This data is from Orexin1 receptor HTS with 218,158 compounds and 233 confirmed actives. The task is: Binary Classification. Given a drug SMILES string, predict its activity (active/inactive) in a high-throughput screening assay against a specified biological target. (1) The drug is S(CC(=O)Nc1c(cccc1)C)c1nnc(c2cccnc2)cc1. The result is 0 (inactive). (2) The compound is Fc1ccc(C(=O)COC(=O)c2c(n3nnnc3)cccc2)cc1. The result is 0 (inactive). (3) The molecule is s1cc(C2c3c([nH]nc3OC(N)=C2C#N)CC)cc1. The result is 0 (inactive). (4) The drug is S(=O)(=O)(N1CCCCC1)c1cc2n(c(oc2cc1)=O)C(OCCCC)=O. The result is 0 (inactive). (5) The compound is S(=O)(=O)(N(c1ccc(OCC(=O)N(C2CCCCC2)CC)cc1)C)c1ccc(NC(=O)C)cc1. The result is 0 (inactive).